From a dataset of Catalyst prediction with 721,799 reactions and 888 catalyst types from USPTO. Predict which catalyst facilitates the given reaction. (1) Reactant: [F:1][C:2]1[CH:7]=[CH:6][C:5]([C:8]2[C:9]([C:20]3[CH:21]=[CH:22][C:23](=[O:33])[N:24]([C:26]4[CH:31]=[CH:30][CH:29]=[CH:28][C:27]=4[CH3:32])[N:25]=3)=[C:10]3[N:15]([CH2:16][CH2:17][CH2:18][OH:19])[CH2:14][CH2:13][N:11]3[N:12]=2)=[CH:4][CH:3]=1.C(N(CC)CC)C.[CH3:41][S:42](Cl)(=[O:44])=[O:43]. Product: [CH3:41][S:42]([O:19][CH2:18][CH2:17][CH2:16][N:15]1[C:10]2[N:11]([N:12]=[C:8]([C:5]3[CH:4]=[CH:3][C:2]([F:1])=[CH:7][CH:6]=3)[C:9]=2[C:20]2[CH:21]=[CH:22][C:23](=[O:33])[N:24]([C:26]3[CH:31]=[CH:30][CH:29]=[CH:28][C:27]=3[CH3:32])[N:25]=2)[CH2:13][CH2:14]1)(=[O:44])=[O:43]. The catalyst class is: 4. (2) Reactant: [CH3:1][C:2]1([CH3:29])[CH2:27][C:6]2[N:7]=[C:8]([N:10]3[CH2:15][CH2:14][O:13][CH2:12][CH:11]3[CH2:16][C:17]3[C:25]4[C:20](=[CH:21][CH:22]=[C:23]([CH3:26])[CH:24]=4)[NH:19][CH:18]=3)[S:9][C:5]=2[C:4](=O)[CH2:3]1.COC1C=CC(P2(=S)SP(=S)(C3C=CC(OC)=CC=3)[S:39]2)=CC=1.C([O-])(O)=O.[Na+]. Product: [CH3:1][C:2]1([CH3:29])[CH2:27][C:6]2[N:7]=[C:8]([N:10]3[CH2:15][CH2:14][O:13][CH2:12][CH:11]3[CH2:16][C:17]3[C:25]4[C:20](=[CH:21][CH:22]=[C:23]([CH3:26])[CH:24]=4)[NH:19][CH:18]=3)[S:9][C:5]=2[C:4](=[S:39])[CH2:3]1. The catalyst class is: 1. (3) Reactant: Cl.[CH3:2][O:3][C:4](=[O:10])[C@H:5]([C@@H:7]([CH3:9])[OH:8])[NH2:6].CCN(CC)CC.[C:18](Cl)(=[O:25])[C:19]1[CH:24]=[CH:23][CH:22]=[CH:21][CH:20]=1. Product: [OH:8][C@H:7]([CH3:9])[C@H:5]([NH:6][C:18]([C:19]1[CH:24]=[CH:23][CH:22]=[CH:21][CH:20]=1)=[O:25])[C:4]([O:3][CH3:2])=[O:10]. The catalyst class is: 5. (4) Reactant: [CH2:1]([N:8]1[C:13](=[O:14])[C:12]([CH3:15])=[C:11]([SH:16])[NH:10][C:9]1=[O:17])[C:2]1[CH:7]=[CH:6][CH:5]=[CH:4][CH:3]=1.[C:18]1([C:24]2[CH:25]=[C:26]([CH:29]=[CH:30][CH:31]=2)[CH2:27]Br)[CH:23]=[CH:22][CH:21]=[CH:20][CH:19]=1. Product: [CH2:1]([N:8]1[C:13](=[O:14])[C:12]([CH3:15])=[C:11]([S:16][CH2:27][C:26]2[CH:25]=[C:24]([C:18]3[CH:23]=[CH:22][CH:21]=[CH:20][CH:19]=3)[CH:31]=[CH:30][CH:29]=2)[NH:10][C:9]1=[O:17])[C:2]1[CH:7]=[CH:6][CH:5]=[CH:4][CH:3]=1. The catalyst class is: 9. (5) Reactant: C[O:2][C:3]([C:5]1([C:8]2[CH:13]=[CH:12][C:11]([C:14]3[CH:19]=[CH:18][C:17]([N:20]4[C:24]([NH:25][C:26]([O:28][C@@H:29]([C:31]5[CH:36]=[CH:35][CH:34]=[CH:33][CH:32]=5)[CH3:30])=[O:27])=[CH:23][N:22]=[N:21]4)=[CH:16][CH:15]=3)=[CH:10][CH:9]=2)CC1)=[O:4].C1COCC1.CO.[OH-].[Na+]. Product: [C:31]1([C@H:29]([O:28][C:26]([NH:25][C:24]2[N:20]([C:17]3[CH:18]=[CH:19][C:14]([C:11]4[CH:10]=[CH:9][C:8]([CH2:5][C:3]([OH:4])=[O:2])=[CH:13][CH:12]=4)=[CH:15][CH:16]=3)[N:21]=[N:22][CH:23]=2)=[O:27])[CH3:30])[CH:32]=[CH:33][CH:34]=[CH:35][CH:36]=1. The catalyst class is: 6. (6) Reactant: [Cl:1][C:2]1[CH:7]=[CH:6][C:5]([C:8]2[CH:13]=[N:12][N:11]3[C:14](=[O:17])[NH:15][N:16]=[C:10]3[C:9]=2[C:18]2[CH:23]=[CH:22][C:21]([Cl:24])=[CH:20][CH:19]=2)=[CH:4][CH:3]=1.C([O-])([O-])=O.[K+].[K+].Br[CH2:32][C:33]1[CH:38]=[CH:37][C:36]([C:39]#[N:40])=[CH:35][CH:34]=1. Product: [Cl:1][C:2]1[CH:7]=[CH:6][C:5]([C:8]2[CH:13]=[N:12][N:11]3[C:14](=[O:17])[N:15]([CH2:32][C:33]4[CH:38]=[CH:37][C:36]([C:39]#[N:40])=[CH:35][CH:34]=4)[N:16]=[C:10]3[C:9]=2[C:18]2[CH:23]=[CH:22][C:21]([Cl:24])=[CH:20][CH:19]=2)=[CH:4][CH:3]=1. The catalyst class is: 3. (7) Reactant: Br[C:2]1[CH:8]=[CH:7][C:5]([NH2:6])=[C:4]([N+:9]([O-:11])=[O:10])[CH:3]=1.[F:12][C:13]([F:24])([F:23])[C:14]1[CH:19]=[CH:18][CH:17]=[CH:16][C:15]=1B(O)O.C(Cl)Cl. Product: [N+:9]([C:4]1[CH:3]=[C:2]([C:15]2[CH:16]=[CH:17][CH:18]=[CH:19][C:14]=2[C:13]([F:24])([F:23])[F:12])[CH:8]=[CH:7][C:5]=1[NH2:6])([O-:11])=[O:10]. The catalyst class is: 140. (8) Reactant: Cl.[CH3:2][N:3]([CH3:10])[CH2:4][CH:5]=[CH:6][C:7](O)=[O:8].CCN(CC)CC.C(OC(Cl)=O)C(C)C.[I:26][C:27]1[CH:28]=[C:29]2[C:34](=[CH:35][CH:36]=1)[C:33](=[O:37])[NH:32][C:31](=[O:38])[C:30]2=[CH:39][NH:40][C:41]1[CH:46]=[CH:45][C:44]([CH:47]2[CH2:51][CH2:50][CH2:49][NH:48]2)=[CH:43][CH:42]=1. Product: [CH3:2][N:3]([CH3:10])[CH2:4][CH:5]=[CH:6][C:7]([N:48]1[CH2:49][CH2:50][CH2:51][CH:47]1[C:44]1[CH:45]=[CH:46][C:41]([NH:40][CH:39]=[C:30]2[C:29]3[C:34](=[CH:35][CH:36]=[C:27]([I:26])[CH:28]=3)[C:33](=[O:37])[NH:32][C:31]2=[O:38])=[CH:42][CH:43]=1)=[O:8]. The catalyst class is: 9. (9) The catalyst class is: 798. Reactant: [CH2:1]=O.Cl.[CH3:4][NH:5][CH3:6].[CH3:7][CH:8]([CH3:14])[CH2:9][CH2:10][C:11](=[O:13])[CH3:12].[OH-].[Na+]. Product: [CH3:4][N:5]([CH2:1][CH:10]([CH2:9][CH:8]([CH3:14])[CH3:7])[C:11](=[O:13])[CH3:12])[CH3:6]. (10) Reactant: [OH:1][C:2]([C:10](=[O:28])[NH:11][C@@H:12]1[C:18](=[O:19])[NH:17][C:16]2[CH:20]=[CH:21][CH:22]=[CH:23][C:15]=2[C:14]2[CH:24]=[CH:25][CH:26]=[CH:27][C:13]1=2)([CH2:6][CH:7]([CH3:9])[CH3:8])[C:3](O)=[O:4].[F:29][C:30]([F:37])([C:33]([F:36])([F:35])[F:34])[CH2:31]N.C([N:40](CC)CC)C.F[P-](F)(F)(F)(F)F.N1(OC(N(C)C)=[N+](C)C)C2C=CC=CC=2N=N1. Product: [OH:1][C:2]([CH2:6][CH:7]([CH3:9])[CH3:8])([C:3]([NH2:40])=[O:4])[C:10]([N:11]([C@@H:12]1[C:18](=[O:19])[NH:17][C:16]2[CH:20]=[CH:21][CH:22]=[CH:23][C:15]=2[C:14]2[CH:24]=[CH:25][CH:26]=[CH:27][C:13]1=2)[CH2:31][C:30]([F:37])([F:29])[C:33]([F:36])([F:35])[F:34])=[O:28]. The catalyst class is: 9.